This data is from Full USPTO retrosynthesis dataset with 1.9M reactions from patents (1976-2016). The task is: Predict the reactants needed to synthesize the given product. (1) Given the product [CH2:18]([O:20][C:21](=[O:26])[CH2:22][CH2:23][CH2:24][O:17][C:3]1[CH:4]=[CH:5][C:6]([B:8]2[O:12][C:11]([CH3:13])([CH3:14])[C:10]([CH3:16])([CH3:15])[O:9]2)=[CH:7][C:2]=1[Cl:1])[CH3:19], predict the reactants needed to synthesize it. The reactants are: [Cl:1][C:2]1[CH:7]=[C:6]([B:8]2[O:12][C:11]([CH3:14])([CH3:13])[C:10]([CH3:16])([CH3:15])[O:9]2)[CH:5]=[CH:4][C:3]=1[OH:17].[CH2:18]([O:20][C:21](=[O:26])[CH2:22][CH2:23][CH2:24]Br)[CH3:19].C([O-])([O-])=O.[Cs+].[Cs+]. (2) Given the product [CH2:10]([N:7]1[CH2:8][CH2:9][C:4]2[C:3]([C:13]([NH2:15])=[O:14])=[C:2]([NH:1][CH:16]=[O:17])[S:12][C:5]=2[CH2:6]1)[CH3:11], predict the reactants needed to synthesize it. The reactants are: [NH2:1][C:2]1[S:12][C:5]2[CH2:6][N:7]([CH2:10][CH3:11])[CH2:8][CH2:9][C:4]=2[C:3]=1[C:13]([NH2:15])=[O:14].[CH:16](O)=[O:17]. (3) Given the product [Cl:24][C:25]1[CH:30]=[CH:29][C:28]2=[N:31][N:32]([C:12]3[CH:13]=[C:14]([C:16]([CH3:17])([CH3:19])[CH3:18])[CH:15]=[C:10]([C:7]([C:6]4[CH:21]=[CH:22][C:3]([O:2][CH3:1])=[CH:4][CH:5]=4)([CH3:9])[CH3:8])[C:11]=3[OH:20])[N:33]=[C:27]2[CH:26]=1, predict the reactants needed to synthesize it. The reactants are: [CH3:1][O:2][C:3]1[CH:22]=[CH:21][C:6]([C:7]([C:10]2[CH:15]=[C:14]([C:16]([CH3:19])([CH3:18])[CH3:17])[CH:13]=[CH:12][C:11]=2[OH:20])([CH3:9])[CH3:8])=[CH:5][CH:4]=1.[Cl-].[Cl:24][C:25]1[CH:30]=[CH:29][C:28]([N+:31]#[N:32])=[C:27]([N+:33]([O-])=O)[CH:26]=1. (4) Given the product [Br:1][C:2]1[CH:3]=[CH:4][CH:5]=[C:6]2[C:10]=1[NH:9][C:8]([C:11]([O:13][CH2:14][CH3:15])=[O:12])=[C:7]2[CH2:16][CH2:17][CH2:18][O:19][C:24]1[CH:25]=[C:26]([CH3:27])[C:21]([Cl:20])=[C:22]([CH3:29])[CH:23]=1, predict the reactants needed to synthesize it. The reactants are: [Br:1][C:2]1[CH:3]=[CH:4][CH:5]=[C:6]2[C:10]=1[NH:9][C:8]([C:11]([O:13][CH2:14][CH3:15])=[O:12])=[C:7]2[CH2:16][CH2:17][CH2:18][OH:19].[Cl:20][C:21]1[C:26]([CH3:27])=[CH:25][C:24](O)=[CH:23][C:22]=1[CH3:29]. (5) Given the product [NH2:4][C:3]1[CH:5]=[CH:6][CH:7]=[CH:8][C:2]=1[C:1]([CH:10]1[CH2:14][CH2:13][CH2:12][CH2:11]1)=[O:18], predict the reactants needed to synthesize it. The reactants are: [C:1](#N)[C:2]1[C:3](=[CH:5][CH:6]=[CH:7][CH:8]=1)[NH2:4].[CH:10]1([Mg]Br)[CH2:14][CH2:13][CH2:12][CH2:11]1.Cl.[OH-:18].[Na+].O. (6) Given the product [Br:1][C:2]1[CH:3]=[C:4]([C:9]2[CH:19]([OH:20])[C:23]([CH3:24])([CH3:22])[O:18][N:17]=2)[CH:5]=[CH:6][C:7]=1[CH3:8], predict the reactants needed to synthesize it. The reactants are: [Br:1][C:2]1[CH:3]=[C:4]([C:9](C2C(C)(C)O2)=O)[CH:5]=[CH:6][C:7]=1[CH3:8].Cl.[NH2:17][OH:18].[CH3:19][OH:20].N1C=C[CH:24]=[CH:23][CH:22]=1. (7) Given the product [CH3:21][O:22][CH2:3][C:4]1[N:8]2[C:9]3[C:14]([CH:15]=[CH:16][C:7]2=[CH:6][CH:5]=1)=[CH:13][CH:12]=[CH:11][CH:10]=3, predict the reactants needed to synthesize it. The reactants are: C[Si](C)(C)[C:3]#[C:4]/[CH:5]=[CH:6]\[C:7]1[CH:16]=[CH:15][C:14]2[C:9](=[CH:10][CH:11]=[CH:12][CH:13]=2)[N:8]=1.[F-].[K+].[CH3:21][OH:22].